Dataset: NCI-60 drug combinations with 297,098 pairs across 59 cell lines. Task: Regression. Given two drug SMILES strings and cell line genomic features, predict the synergy score measuring deviation from expected non-interaction effect. (1) Drug 1: CC12CCC3C(C1CCC2=O)CC(=C)C4=CC(=O)C=CC34C. Drug 2: CC=C1C(=O)NC(C(=O)OC2CC(=O)NC(C(=O)NC(CSSCCC=C2)C(=O)N1)C(C)C)C(C)C. Cell line: MCF7. Synergy scores: CSS=23.6, Synergy_ZIP=-1.07, Synergy_Bliss=-1.98, Synergy_Loewe=-20.6, Synergy_HSA=0.226. (2) Drug 1: CCC1(CC2CC(C3=C(CCN(C2)C1)C4=CC=CC=C4N3)(C5=C(C=C6C(=C5)C78CCN9C7C(C=CC9)(C(C(C8N6C)(C(=O)OC)O)OC(=O)C)CC)OC)C(=O)OC)O.OS(=O)(=O)O. Drug 2: C1CN(CCN1C(=O)CCBr)C(=O)CCBr. Cell line: PC-3. Synergy scores: CSS=9.29, Synergy_ZIP=-1.13, Synergy_Bliss=0.245, Synergy_Loewe=-1.59, Synergy_HSA=-1.55. (3) Drug 1: CC(CN1CC(=O)NC(=O)C1)N2CC(=O)NC(=O)C2. Synergy scores: CSS=21.8, Synergy_ZIP=-5.27, Synergy_Bliss=-0.934, Synergy_Loewe=-25.4, Synergy_HSA=-5.25. Drug 2: C1=NNC2=C1C(=O)NC=N2. Cell line: SK-MEL-2. (4) Drug 1: C1=CN(C(=O)N=C1N)C2C(C(C(O2)CO)O)O.Cl. Drug 2: CN(CCCl)CCCl.Cl. Cell line: SK-MEL-5. Synergy scores: CSS=9.00, Synergy_ZIP=-8.31, Synergy_Bliss=-0.394, Synergy_Loewe=-7.18, Synergy_HSA=0.0832. (5) Drug 1: C1CCC(CC1)NC(=O)N(CCCl)N=O. Drug 2: C1CNP(=O)(OC1)N(CCCl)CCCl. Cell line: HCC-2998. Synergy scores: CSS=18.9, Synergy_ZIP=4.39, Synergy_Bliss=8.96, Synergy_Loewe=3.83, Synergy_HSA=6.91. (6) Drug 1: CC(C)(C#N)C1=CC(=CC(=C1)CN2C=NC=N2)C(C)(C)C#N. Drug 2: CN(CCCl)CCCl.Cl. Cell line: SNB-19. Synergy scores: CSS=4.48, Synergy_ZIP=-5.40, Synergy_Bliss=1.80, Synergy_Loewe=-2.87, Synergy_HSA=-1.61. (7) Drug 1: CCC(=C(C1=CC=CC=C1)C2=CC=C(C=C2)OCCN(C)C)C3=CC=CC=C3.C(C(=O)O)C(CC(=O)O)(C(=O)O)O. Drug 2: CC1=C(N=C(N=C1N)C(CC(=O)N)NCC(C(=O)N)N)C(=O)NC(C(C2=CN=CN2)OC3C(C(C(C(O3)CO)O)O)OC4C(C(C(C(O4)CO)O)OC(=O)N)O)C(=O)NC(C)C(C(C)C(=O)NC(C(C)O)C(=O)NCCC5=NC(=CS5)C6=NC(=CS6)C(=O)NCCC[S+](C)C)O. Cell line: UO-31. Synergy scores: CSS=20.3, Synergy_ZIP=-8.01, Synergy_Bliss=0.397, Synergy_Loewe=-9.50, Synergy_HSA=1.91.